This data is from Buchwald-Hartwig C-N cross coupling reaction yields with 55,370 reactions. The task is: Predict the reaction yield, written as a fraction of the theoretical maximum amount of product (1.0 means a 100% yield; for example, 0.34 means a 34% yield). (1) The reactants are COc1ccc(I)cc1.Cc1ccc(N)cc1.O=S(=O)(O[Pd]1c2ccccc2-c2ccccc2N~1)C(F)(F)F.COc1ccc(OC)c(P([C@]23C[C@H]4C[C@H](C[C@H](C4)C2)C3)[C@]23C[C@H]4C[C@H](C[C@H](C4)C2)C3)c1-c1c(C(C)C)cc(C(C)C)cc1C(C)C.CN(C)C(=NC(C)(C)C)N(C)C.c1ccc2oncc2c1. No catalyst specified. The product is COc1ccc(Nc2ccc(C)cc2)cc1. The yield is 0.233. (2) The reactants are Ic1ccccn1.Cc1ccc(N)cc1.O=S(=O)(O[Pd]1c2ccccc2-c2ccccc2N~1)C(F)(F)F.CC(C)c1cc(C(C)C)c(-c2ccccc2P(C2CCCCC2)C2CCCCC2)c(C(C)C)c1.CN1CCCN2CCCN=C12.CCOC(=O)c1cc(OC)no1. No catalyst specified. The product is Cc1ccc(Nc2ccccn2)cc1. The yield is 0.625. (3) The reactants are FC(F)(F)c1ccc(I)cc1.Cc1ccc(N)cc1.O=S(=O)(O[Pd]1c2ccccc2-c2ccccc2N~1)C(F)(F)F.CC(C)c1cc(C(C)C)c(-c2ccccc2P(C2CCCCC2)C2CCCCC2)c(C(C)C)c1.CN(C)C(=NC(C)(C)C)N(C)C.COC(=O)c1ccno1. No catalyst specified. The product is Cc1ccc(Nc2ccc(C(F)(F)F)cc2)cc1. The yield is 0.264.